Dataset: Full USPTO retrosynthesis dataset with 1.9M reactions from patents (1976-2016). Task: Predict the reactants needed to synthesize the given product. (1) The reactants are: [C:1]([O:5][C:6](=[O:27])[NH:7][C@H:8]([C:12]1[CH:13]=[N:14][CH:15]=[C:16]([C:18]2[N:22]([CH:23]([F:25])[F:24])[N:21]=[CH:20][C:19]=2[NH2:26])[CH:17]=1)[CH2:9][CH:10]=[CH2:11])([CH3:4])([CH3:3])[CH3:2].[CH3:28][C@H:29]([CH:33]=[CH2:34])[C:30](O)=[O:31].N1C=CC=CC=1.C(P1(=O)OP(CCC)(=O)OP(CCC)(=O)O1)CC. Given the product [C:1]([O:5][C:6](=[O:27])[NH:7][C@H:8]([C:12]1[CH:13]=[N:14][CH:15]=[C:16]([C:18]2[N:22]([CH:23]([F:25])[F:24])[N:21]=[CH:20][C:19]=2[NH:26][C:30](=[O:31])[C@H:29]([CH3:28])[CH:33]=[CH2:34])[CH:17]=1)[CH2:9][CH:10]=[CH2:11])([CH3:2])([CH3:3])[CH3:4], predict the reactants needed to synthesize it. (2) Given the product [NH2:1][C:4]1[CH:5]=[C:6]2[C:11](=[CH:12][CH:13]=1)[N:10]=[CH:9][N:8]=[C:7]2[N:14]1[CH2:19][CH2:18][N:17]([C:20]([O:22][C:23]([CH3:26])([CH3:25])[CH3:24])=[O:21])[CH2:16][CH2:15]1, predict the reactants needed to synthesize it. The reactants are: [N+:1]([C:4]1[CH:5]=[C:6]2[C:11](=[CH:12][CH:13]=1)[N:10]=[CH:9][N:8]=[C:7]2[N:14]1[CH2:19][CH2:18][N:17]([C:20]([O:22][C:23]([CH3:26])([CH3:25])[CH3:24])=[O:21])[CH2:16][CH2:15]1)([O-])=O.